From a dataset of Reaction yield outcomes from USPTO patents with 853,638 reactions. Predict the reaction yield, written as a fraction of the theoretical maximum amount of product (1.0 means a 100% yield; for example, 0.34 means a 34% yield). The reactants are BrC1C=C(N[C:9](=[O:15])[O:10][C:11]([CH3:14])([CH3:13])[CH3:12])C=CC=1.Cl.[Br:17][C:18]1[CH:19]=[C:20]([CH:23]=[CH:24][CH:25]=1)[CH2:21][NH2:22].ClCCl.C(OC(OC(C)(C)C)=O)(OC(C)(C)C)=O. The catalyst is C(N(CC)CC)C. The product is [Br:17][C:18]1[CH:19]=[C:20]([CH:23]=[CH:24][CH:25]=1)[CH2:21][NH:22][C:9](=[O:15])[O:10][C:11]([CH3:14])([CH3:13])[CH3:12]. The yield is 0.600.